Predict the reactants needed to synthesize the given product. From a dataset of Retrosynthesis with 50K atom-mapped reactions and 10 reaction types from USPTO. (1) The reactants are: COC(=O)CCC(C(N)=O)N1Cc2c(O)cccc2C1=O.Cn1nc(CO)c2ccccc21. Given the product COC(=O)CCC(C(N)=O)N1Cc2c(OCc3nn(C)c4ccccc34)cccc2C1=O, predict the reactants needed to synthesize it. (2) Given the product O=S1(=O)c2cccc3cccc(c23)N1CCCN1CC=C(c2c[nH]c3ccc(F)cc23)CC1, predict the reactants needed to synthesize it. The reactants are: Fc1ccc2[nH]cc(C3=CCNCC3)c2c1.O=S1(=O)c2cccc3cccc(c23)N1CCCCl. (3) Given the product CC(C)(C)c1ccc(CN(CCc2ccccc2)C(=O)c2c(F)ccc3cc[nH]c23)cc1, predict the reactants needed to synthesize it. The reactants are: CC(C)(C)c1ccc(CNCCc2ccccc2)cc1.O=C(O)c1c(F)ccc2cc[nH]c12. (4) The reactants are: CC(=O)O.COCCCC(N)c1cc(Br)ccn1. Given the product COCCCC(NC(C)=O)c1cc(Br)ccn1, predict the reactants needed to synthesize it. (5) Given the product CC(C)(C)OC(=O)N[C@@H]1CCCN(c2ccc(Nc3c(C(=O)C4CC4)cnc4ccc(-c5cc(F)c(O)c(Cl)c5)nc34)cn2)C1, predict the reactants needed to synthesize it. The reactants are: CC(C)(C)OC(=O)N[C@@H]1CCCN(c2ccc(Nc3c(C(=O)C4CC4)cnc4ccc(Cl)nc34)cn2)C1.CC1(C)OB(c2cc(F)c(O)c(Cl)c2)OC1(C)C. (6) Given the product CC(/C=C/c1c(C)sc(C)c1C)=C(\F)CO, predict the reactants needed to synthesize it. The reactants are: CCOC(=O)/C(F)=C(C)\C=C\c1c(C)sc(C)c1C.